From a dataset of Full USPTO retrosynthesis dataset with 1.9M reactions from patents (1976-2016). Predict the reactants needed to synthesize the given product. (1) Given the product [CH3:1][O:2][C:3]1[CH:4]=[CH:5][C:6]2[N:12]3[C:16]([CH3:17])=[N:19][N:20]=[C:11]3[CH2:10][CH2:9][C:8](=[O:14])[C:7]=2[CH:15]=1, predict the reactants needed to synthesize it. The reactants are: [CH3:1][O:2][C:3]1[CH:4]=[CH:5][C:6]2[NH:12][C:11](=S)[CH2:10][CH2:9][C:8](=[O:14])[C:7]=2[CH:15]=1.[C:16]([NH:19][NH2:20])(=O)[CH3:17]. (2) Given the product [Br:1][C:2]1[CH:3]=[N:4][CH:5]=[C:6]([CH:8]2[CH2:10][O:9][C:21]([CH3:23])([CH3:20])[O:22]2)[CH:7]=1, predict the reactants needed to synthesize it. The reactants are: [Br:1][C:2]1[CH:3]=[N:4][CH:5]=[C:6]([CH:8]2[CH2:10][O:9]2)[CH:7]=1.B(F)(F)F.CCOCC.[CH3:20][C:21]([CH3:23])=[O:22]. (3) The reactants are: CC(O[C:5]1[CH:6]=[C:7]([CH:11]=[C:12]([O:14][CH2:15][C:16]2[CH:21]=[CH:20][CH:19]=[CH:18][CH:17]=2)[CH:13]=1)[C:8]([OH:10])=O)C.[C:22](Cl)(=[O:26])[C:23](Cl)=O.[NH2:28][C:29]1[S:33][N:32]=[C:31]([CH3:34])[N:30]=1.[CH2:35](N(CC)CC)C. Given the product [CH3:35][CH:22]([O:26][C:6]1[CH:5]=[CH:13][C:12]([O:14][CH2:15][C:16]2[CH:17]=[CH:18][CH:19]=[CH:20][CH:21]=2)=[CH:11][C:7]=1[C:8]([NH:28][C:29]1[S:33][N:32]=[C:31]([CH3:34])[N:30]=1)=[O:10])[CH3:23], predict the reactants needed to synthesize it. (4) Given the product [C:3]([O:7][C:8]([N:10]1[CH2:16][C:15]2[CH:17]=[CH:18][CH:19]=[CH:20][C:14]=2[N:13]([CH3:23])[C:12](=[O:21])[CH2:11]1)=[O:9])([CH3:6])([CH3:4])[CH3:5], predict the reactants needed to synthesize it. The reactants are: [H-].[Na+].[C:3]([O:7][C:8]([N:10]1[CH2:16][C:15]2[CH:17]=[CH:18][CH:19]=[CH:20][C:14]=2[NH:13][C:12](=[O:21])[CH2:11]1)=[O:9])([CH3:6])([CH3:5])[CH3:4].I[CH3:23].[Cl-].[NH4+]. (5) The reactants are: [N:1]([CH2:4][C@@H:5]([C:7]1[CH:16]=[CH:15][C:14]([O:17]CC2C=CC=CC=2)=[C:13]2[C:8]=1[CH:9]=[CH:10][C:11](=[O:25])[NH:12]2)[OH:6])=[N+]=[N-].[C:26]([OH:29])(=[O:28])[CH3:27]. Given the product [C:26]([OH:29])(=[O:28])[CH3:27].[NH2:1][CH2:4][C@@H:5]([C:7]1[CH:16]=[CH:15][C:14]([OH:17])=[C:13]2[C:8]=1[CH:9]=[CH:10][C:11](=[O:25])[NH:12]2)[OH:6], predict the reactants needed to synthesize it. (6) Given the product [Cl:20][CH2:16][C:11]1[CH:12]=[CH:13][CH:14]=[CH:15][C:10]=1[C:7]1[CH:8]=[CH:9][C:4]([CH:1]([CH3:3])[CH3:2])=[CH:5][CH:6]=1, predict the reactants needed to synthesize it. The reactants are: [CH:1]([C:4]1[CH:9]=[CH:8][C:7]([C:10]2[CH:15]=[CH:14][CH:13]=[CH:12][C:11]=2[CH2:16]O)=[CH:6][CH:5]=1)([CH3:3])[CH3:2].O=S(Cl)[Cl:20]. (7) Given the product [CH3:1][NH:2][C:3]1[CH:8]=[CH:7][N:6]2[CH:11]=[C:12]([C:14]3[CH:23]=[CH:22][C:17]([C:18]([O:20][CH3:21])=[O:19])=[CH:16][CH:15]=3)[N:9]=[C:5]2[CH:4]=1, predict the reactants needed to synthesize it. The reactants are: [CH3:1][NH:2][C:3]1[CH:8]=[CH:7][N:6]=[C:5]([NH2:9])[CH:4]=1.Br[CH2:11][C:12]([C:14]1[CH:23]=[CH:22][C:17]([C:18]([O:20][CH3:21])=[O:19])=[CH:16][CH:15]=1)=O.